This data is from Peptide-MHC class I binding affinity with 185,985 pairs from IEDB/IMGT. The task is: Regression. Given a peptide amino acid sequence and an MHC pseudo amino acid sequence, predict their binding affinity value. This is MHC class I binding data. (1) The peptide sequence is ITDITSPLW. The MHC is HLA-B57:01 with pseudo-sequence HLA-B57:01. The binding affinity (normalized) is 0.614. (2) The peptide sequence is VLSYKVDYL. The MHC is HLA-A02:02 with pseudo-sequence HLA-A02:02. The binding affinity (normalized) is 0.823.